This data is from Reaction yield outcomes from USPTO patents with 853,638 reactions. The task is: Predict the reaction yield, written as a fraction of the theoretical maximum amount of product (1.0 means a 100% yield; for example, 0.34 means a 34% yield). (1) The yield is 0.600. The reactants are [CH3:1][O:2][C:3]1[CH:4]=[C:5]([CH:13]([N:24]=[C:25]=O)S(C2C=CC(C)=CC=2)(=O)=O)[CH:6]=[C:7]([O:11][CH3:12])[C:8]=1[O:9][CH3:10].[CH3:27][C:28]1C=CC=C[C:29]=1[CH:30]=[S:31].[C:36]([O-:39])([O-])=O.[K+].[K+].[CH2:42](O)[CH3:43].[CH3:45]OCCOC. No catalyst specified. The product is [CH3:12][O:11][C:7]1[CH:6]=[C:5]([C:13]2[N:24]=[CH:25][O:39][C:36]=2[C:43]2[CH:42]=[CH:27][CH:28]=[CH:29][C:30]=2[S:31][CH3:45])[CH:4]=[C:3]([O:2][CH3:1])[C:8]=1[O:9][CH3:10]. (2) The reactants are [CH2:1]([O:3][C:4]([C:6]1[S:7][C:8]([S:31][CH3:32])=[C:9]([S:11]([C:14]2[CH:15]=[C:16]([C:25]3[CH:30]=[CH:29][CH:28]=[CH:27][CH:26]=3)[CH:17]=[C:18]([O:20]C(C)(C)C)[CH:19]=2)(=[O:13])=[O:12])[CH:10]=1)=[O:5])[CH3:2]. The catalyst is C(O)(C(F)(F)F)=O.C(Cl)Cl. The product is [CH2:1]([O:3][C:4]([C:6]1[S:7][C:8]([S:31][CH3:32])=[C:9]([S:11]([C:14]2[CH:15]=[C:16]([C:25]3[CH:26]=[CH:27][CH:28]=[CH:29][CH:30]=3)[CH:17]=[C:18]([OH:20])[CH:19]=2)(=[O:13])=[O:12])[CH:10]=1)=[O:5])[CH3:2]. The yield is 0.980. (3) The reactants are [F:1][C:2]([F:37])([F:36])[CH2:3][O:4][C:5]1[CH:10]=[CH:9][CH:8]=[C:7]([O:11][CH2:12][C:13]([F:16])([F:15])[F:14])[C:6]=1[C:17]1[N:22]([CH2:23][C:24]2[CH:29]=[CH:28][C:27]([C:30]([CH3:33])([CH3:32])[CH3:31])=[CH:26][CH:25]=2)[C:21](=[O:34])[CH:20]=[C:19]([OH:35])[N:18]=1.[Cl-].C[Al+]C.CCCCCC.C(C1C=CC([CH2:56][NH2:57])=CC=1)(C)(C)C.FC(F)(F)C[O:63]C1C=CC=C(OCC(F)(F)F)C=1C#N.C(OCC)(=O)[CH2:81][C:82]([O:84]CC)=[O:83].C[O-].[Na+].CO. The catalyst is O.COCCO.C1(C)C=CC=CC=1. The product is [F:37][C:2]([F:36])([F:1])[CH2:3][O:4][C:5]1[CH:10]=[CH:9][CH:8]=[C:7]([O:11][CH2:12][C:13]([F:14])([F:15])[F:16])[C:6]=1[C:17]1[N:22]([CH2:23][C:24]2[CH:25]=[CH:26][C:27]([C:30]([CH3:32])([CH3:33])[CH3:31])=[CH:28][CH:29]=2)[C:21](=[O:34])[C:20]([C:56]([NH:57][CH2:81][C:82]([OH:84])=[O:83])=[O:63])=[C:19]([OH:35])[N:18]=1. The yield is 0.670. (4) The reactants are [F:1][C:2]1[CH:3]=[C:4]([OH:11])[CH:5]=[CH:6][C:7]=1[N+:8]([O-:10])=[O:9].[F:12][C:13]([F:26])([F:25])[S:14](O[S:14]([C:13]([F:26])([F:25])[F:12])(=[O:16])=[O:15])(=[O:16])=[O:15].C(N(CC)CC)C. The catalyst is C(Cl)Cl. The product is [F:12][C:13]([F:26])([F:25])[S:14]([O:11][C:4]1[CH:5]=[CH:6][C:7]([N+:8]([O-:10])=[O:9])=[C:2]([F:1])[CH:3]=1)(=[O:16])=[O:15]. The yield is 0.851. (5) The reactants are [C:1]1([C@@H:7]2[C:9]3([CH2:13][CH2:12][CH2:11][CH2:10]3)[C@H:8]2[C:14](O)=[O:15])[CH:6]=[CH:5][CH:4]=[CH:3][CH:2]=1.[CH3:17][O:18][C:19]1[C:24]([NH2:25])=[CH:23][CH:22]=[C:21]([O:26][CH3:27])[N:20]=1. No catalyst specified. The product is [CH3:17][O:18][C:19]1[C:24]([NH:25][C:14]([C@@H:8]2[C:9]3([CH2:13][CH2:12][CH2:11][CH2:10]3)[C@H:7]2[C:1]2[CH:6]=[CH:5][CH:4]=[CH:3][CH:2]=2)=[O:15])=[CH:23][CH:22]=[C:21]([O:26][CH3:27])[N:20]=1. The yield is 0.520. (6) The reactants are [C:1]([NH:9][C:10]1[S:11][CH2:12][C@@H:13]2[C@@H:18]([C:19](N(OC)C)=[O:20])[O:17][CH2:16][C@:14]2([C:25]2[CH:30]=[C:29]([Br:31])[CH:28]=[CH:27][C:26]=2[F:32])[N:15]=1)(=[O:8])[C:2]1[CH:7]=[CH:6][CH:5]=[CH:4][CH:3]=1.[CH2:33]1[CH2:37]OC[CH2:34]1. The catalyst is [Cl-].[NH4+]. The product is [Br:31][C:29]1[CH:28]=[CH:27][C:26]([F:32])=[C:25]([C@:14]23[CH2:16][O:17][C@H:18]([C:19]([CH:34]4[CH2:33][CH2:37]4)=[O:20])[CH:13]2[CH2:12][S:11][C:10]([NH:9][C:1](=[O:8])[C:2]2[CH:3]=[CH:4][CH:5]=[CH:6][CH:7]=2)=[N:15]3)[CH:30]=1. The yield is 0.890. (7) The reactants are [F-].C([N+](CCCC)(CCCC)CCCC)CCC.[N:19]1[CH:24]=[C:23]([C:25]2[CH:32]=[CH:31][CH:30]=[CH:29][C:26]=2[CH:27]=[O:28])[CH:22]=[N:21][CH:20]=1.[F:33][C:34]([Si](C)(C)C)([F:36])[F:35].Cl. The catalyst is C1COCC1. The product is [F:33][C:34]([F:36])([F:35])[CH:27]([C:26]1[CH:29]=[CH:30][CH:31]=[CH:32][C:25]=1[C:23]1[CH:24]=[N:19][CH:20]=[N:21][CH:22]=1)[OH:28]. The yield is 0.840.